This data is from Forward reaction prediction with 1.9M reactions from USPTO patents (1976-2016). The task is: Predict the product of the given reaction. (1) Given the reactants [CH2:1]([C:11]1[CH:16]=[CH:15][CH:14]=[C:13]([F:17])[C:12]=1[F:18])[CH2:2][CH2:3][CH2:4][CH2:5][CH2:6][CH2:7][CH2:8][CH2:9][CH3:10].C([Li])CCC.CN(C)[CH:26]=[O:27], predict the reaction product. The product is: [CH2:1]([C:11]1[CH:16]=[CH:15][C:14]([CH:26]=[O:27])=[C:13]([F:17])[C:12]=1[F:18])[CH2:2][CH2:3][CH2:4][CH2:5][CH2:6][CH2:7][CH2:8][CH2:9][CH3:10]. (2) Given the reactants [CH3:1][C:2]1[CH:7]=[CH:6][N:5]=[CH:4][C:3]=1[N:8]1[CH2:12][CH2:11][NH:10][C:9]1=[O:13].Br[C:15]1[CH:16]=[C:17]2[C:21](=[CH:22][CH:23]=1)[CH2:20][CH2:19][CH2:18]2.N[C@@H]1CCCC[C@H]1N.P([O-])([O-])([O-])=O.[K+].[K+].[K+], predict the reaction product. The product is: [CH2:20]1[C:21]2[C:17](=[CH:16][C:15]([N:10]3[CH2:11][CH2:12][N:8]([C:3]4[CH:4]=[N:5][CH:6]=[CH:7][C:2]=4[CH3:1])[C:9]3=[O:13])=[CH:23][CH:22]=2)[CH2:18][CH2:19]1. (3) Given the reactants Br[C:2]1[N:6]2[N:7]=[C:8]([NH:11][CH2:12][CH2:13][N:14]3[C@H:18]([CH:19]([CH3:21])[CH3:20])[CH2:17][O:16][C:15]3=[O:22])[CH:9]=[CH:10][C:5]2=[N:4][CH:3]=1.Cl.[NH2:24][CH2:25][C:26]1[CH:31]=[CH:30][C:29](B(O)O)=[CH:28][CH:27]=1.C([O-])([O-])=O.[K+].[K+], predict the reaction product. The product is: [NH2:24][CH2:25][C:26]1[CH:31]=[CH:30][C:29]([C:2]2[N:6]3[N:7]=[C:8]([NH:11][CH2:12][CH2:13][N:14]4[C@H:18]([CH:19]([CH3:21])[CH3:20])[CH2:17][O:16][C:15]4=[O:22])[CH:9]=[CH:10][C:5]3=[N:4][CH:3]=2)=[CH:28][CH:27]=1. (4) Given the reactants [F:1][C:2]([F:23])([F:22])[C:3]1[C:11]2[CH2:10][CH2:9][CH2:8][CH2:7][C:6]=2[N:5]([C:12]2[CH:17]=[CH:16][C:15]([CH2:18][C:19]([OH:21])=O)=[CH:14][CH:13]=2)[N:4]=1.[NH:24]1[CH2:29][CH2:28][CH2:27][CH2:26][CH2:25]1, predict the reaction product. The product is: [O:21]=[C:19]([N:24]1[CH2:29][CH2:28][CH2:27][CH2:26][CH2:25]1)[CH2:18][C:15]1[CH:16]=[CH:17][C:12]([N:5]2[C:6]3[CH2:7][CH2:8][CH2:9][CH2:10][C:11]=3[C:3]([C:2]([F:1])([F:23])[F:22])=[N:4]2)=[CH:13][CH:14]=1. (5) Given the reactants [CH3:1][N:2]1[CH2:7][CH2:6][N:5]([C:8]2[CH:13]=[CH:12][C:11]([C:14]3[NH:15][C:16]4[C:21]([N:22]=3)=[C:20]([C:23]3[CH:24]=[CH:25][C:26]([O:31][CH:32]5[CH2:37][CH2:36][NH:35][CH2:34][CH2:33]5)=[C:27]([CH:30]=3)[C:28]#[N:29])[N:19]=[CH:18][N:17]=4)=[CH:10][CH:9]=2)[CH2:4][CH2:3]1.[OH:38][CH2:39][C:40](O)=[O:41].CCN(C(C)C)C(C)C.CN(C(ON1N=NC2C=CC=NC1=2)=[N+](C)C)C.F[P-](F)(F)(F)(F)F, predict the reaction product. The product is: [OH:41][CH2:40][C:39]([N:35]1[CH2:36][CH2:37][CH:32]([O:31][C:26]2[CH:25]=[CH:24][C:23]([C:20]3[N:19]=[CH:18][N:17]=[C:16]4[C:21]=3[N:22]=[C:14]([C:11]3[CH:10]=[CH:9][C:8]([N:5]5[CH2:4][CH2:3][N:2]([CH3:1])[CH2:7][CH2:6]5)=[CH:13][CH:12]=3)[NH:15]4)=[CH:30][C:27]=2[C:28]#[N:29])[CH2:33][CH2:34]1)=[O:38]. (6) Given the reactants [F:1][C:2]1[C:7]([F:8])=[CH:6][CH:5]=[CH:4][C:3]=1[CH2:9][S:10][C:11]1[N:16]=[C:15]([NH2:17])[C:14]([NH2:18])=[C:13]([NH2:19])[N:12]=1.[C:20](OCC)(=O)[CH:21]=[O:22].O.Cl, predict the reaction product. The product is: [NH2:17][C:15]1[C:14]2[N:18]=[CH:20][C:21](=[O:22])[NH:19][C:13]=2[N:12]=[C:11]([S:10][CH2:9][C:3]2[CH:4]=[CH:5][CH:6]=[C:7]([F:8])[C:2]=2[F:1])[N:16]=1.